From a dataset of Catalyst prediction with 721,799 reactions and 888 catalyst types from USPTO. Predict which catalyst facilitates the given reaction. (1) Reactant: [CH2:1]([O:8][C:9]1[C:10](=[O:16])[NH:11][CH:12]=[C:13]([Br:15])[CH:14]=1)[C:2]1[CH:7]=[CH:6][CH:5]=[CH:4][CH:3]=1.[C:17]([O-])([O-])=O.[K+].[K+].IC.O. Product: [CH2:1]([O:8][C:9]1[C:10](=[O:16])[N:11]([CH3:17])[CH:12]=[C:13]([Br:15])[CH:14]=1)[C:2]1[CH:7]=[CH:6][CH:5]=[CH:4][CH:3]=1. The catalyst class is: 3. (2) Reactant: [CH3:1][C:2]1[CH:3]=[N:4][C:5]2[C:10]([CH:11]=1)=[CH:9][C:8]([CH2:12][C:13]1[CH:14]=[C:15]([CH:19]=[CH:20][N:21]=1)[C:16]([OH:18])=O)=[CH:7][CH:6]=2.Cl.Cl.NC[C:26]1[CH:27]=[CH:28][C:29]2[O:33][N:32]=[C:31]([NH2:34])[C:30]=2[CH:35]=1.C[CH2:37][N:38]=C=NCCCN(C)C.C1C=CC2N(O)N=NC=2C=1. Product: [NH2:34][C:31]1[C:30]2[CH:35]=[CH:26][C:27]([CH2:37][NH:38][C:16](=[O:18])[C:15]3[CH:19]=[CH:20][N:21]=[C:13]([CH2:12][C:8]4[CH:9]=[C:10]5[C:5](=[CH:6][CH:7]=4)[N:4]=[CH:3][C:2]([CH3:1])=[CH:11]5)[CH:14]=3)=[CH:28][C:29]=2[O:33][N:32]=1. The catalyst class is: 18. (3) Reactant: [CH3:1][N:2]1[CH:6]=[C:5]([C:7]2[CH:12]=[C:11]([O:13][C:14]3[CH:15]=[CH:16][C:17]([NH:20][C:21]([NH:23][C:24](=[O:32])[CH2:25][CH:26]4[CH2:31][CH2:30][O:29][CH2:28][CH2:27]4)=[O:22])=[N:18][CH:19]=3)[CH:10]=[CH:9][N:8]=2)[CH:4]=[N:3]1.N1C=CC=C[CH:34]=1.C1COCC1. Product: [CH3:34][C:19]1[N:18]=[C:17]([NH:20][C:21]([NH:23][C:24](=[O:32])[CH2:25][CH:26]2[CH2:31][CH2:30][O:29][CH2:28][CH2:27]2)=[O:22])[CH:16]=[CH:15][C:14]=1[O:13][C:11]1[CH:10]=[CH:9][N:8]=[C:7]([C:5]2[CH:4]=[N:3][N:2]([CH3:1])[CH:6]=2)[CH:12]=1. The catalyst class is: 26. (4) Reactant: S(=[N:3][C:4]1[CH:5]=[C:6]([CH:29]=[CH:30][CH:31]=1)[C:7]([NH:9][C:10]1[C:15]([CH3:16])=[CH:14][C:13]([C:17]([F:26])([C:22]([F:25])([F:24])[F:23])[C:18]([F:21])([F:20])[F:19])=[CH:12][C:11]=1[CH2:27][CH3:28])=[O:8])=O.Cl. Product: [NH2:3][C:4]1[CH:5]=[C:6]([CH:29]=[CH:30][CH:31]=1)[C:7]([NH:9][C:10]1[C:15]([CH3:16])=[CH:14][C:13]([C:17]([F:26])([C:22]([F:23])([F:24])[F:25])[C:18]([F:19])([F:20])[F:21])=[CH:12][C:11]=1[CH2:27][CH3:28])=[O:8]. The catalyst class is: 489.